The task is: Predict the product of the given reaction.. This data is from Forward reaction prediction with 1.9M reactions from USPTO patents (1976-2016). (1) Given the reactants [NH2:1][C:2]1[C:3]([C:10]([OH:12])=[O:11])=[N:4][C:5]([O:8][CH3:9])=[CH:6][N:7]=1.[CH2:13](N(CC)CC)C.C([NH+](CC)CC)C.ClC(OCC)=O.C, predict the reaction product. The product is: [NH2:1][C:2]1[C:3]([C:10]([O:12][CH3:13])=[O:11])=[N:4][C:5]([O:8][CH3:9])=[CH:6][N:7]=1. (2) Given the reactants [NH:1]1[CH2:6][CH2:5][CH2:4][CH2:3][CH2:2]1.[CH:7]1([N:11]2[CH2:17][CH2:16][C:15]3[CH:18]=[CH:19][C:20]([O:22][CH2:23][CH2:24][CH2:25][C:26](N4C=CN=C4)=[O:27])=[CH:21][C:14]=3[CH2:13][CH2:12]2)[CH2:10][CH2:9][CH2:8]1, predict the reaction product. The product is: [CH:7]1([N:11]2[CH2:17][CH2:16][C:15]3[CH:18]=[CH:19][C:20]([O:22][CH2:23][CH2:24][CH2:25][C:26](=[O:27])[N:1]4[CH2:6][CH2:5][CH2:4][CH2:3][CH2:2]4)=[CH:21][C:14]=3[CH2:13][CH2:12]2)[CH2:8][CH2:9][CH2:10]1.